From a dataset of Experimentally validated miRNA-target interactions with 360,000+ pairs, plus equal number of negative samples. Binary Classification. Given a miRNA mature sequence and a target amino acid sequence, predict their likelihood of interaction. The miRNA is mmu-miR-18a-5p with sequence UAAGGUGCAUCUAGUGCAGAUAG. The protein sequence of the target gene is MSDWSALHQLLEKVQPYSTAGGKVWIKVLFIFRILLLGTAIESAWSDEQFEFHCNTQQPGCENVCYDHAFPISHVRLWVLQVIFVSVPILLYLAHVYYVVRQNKKLNKQEEELEAAHFNEASVERHLETIAGEQFKCGSEEQSKVKMRGRLLLTYMASIFFKSVFEMAFLLIQWYIYGFTLSALYICEQSPCPRRVDCFLSRPTEKTIFILFMFVVSVVSFVLDIIELFYVLFKAIKNRMRKAEDEVYCDELPCPSHVSSSTVLTTIDSSEQAVPVELSSVCI. Result: 0 (no interaction).